This data is from Forward reaction prediction with 1.9M reactions from USPTO patents (1976-2016). The task is: Predict the product of the given reaction. (1) Given the reactants [CH3:1][C:2]1([CH3:21])[C:6]2([CH2:11][CH2:10][C:9](B3OC(C)(C)C(C)(C)O3)=[CH:8][CH2:7]2)[CH2:5][CH2:4][O:3]1.I[C:23]1[C:27]([CH2:28][N:29]([CH3:41])[CH2:30][CH2:31][N:32]([CH3:40])[C:33](=[O:39])[O:34][C:35]([CH3:38])([CH3:37])[CH3:36])=[CH:26][N:25]([CH:42]2[CH2:47][CH2:46][CH2:45][CH2:44][O:43]2)[N:24]=1.C(=O)([O-])[O-].[K+].[K+].O1CCOCC1, predict the reaction product. The product is: [CH3:21][C:2]1([CH3:1])[C:6]2([CH2:11][CH2:10][C:9]([C:23]3[C:27]([CH2:28][N:29]([CH3:41])[CH2:30][CH2:31][N:32]([CH3:40])[C:33](=[O:39])[O:34][C:35]([CH3:38])([CH3:37])[CH3:36])=[CH:26][N:25]([CH:42]4[CH2:47][CH2:46][CH2:45][CH2:44][O:43]4)[N:24]=3)=[CH:8][CH2:7]2)[CH2:5][CH2:4][O:3]1. (2) Given the reactants Br[C:2]1[C:3]([F:19])=[CH:4][C:5]2[O:11][CH2:10][CH2:9][N:8]3[CH:12]=[C:13]([C:15]([NH2:17])=[O:16])[N:14]=[C:7]3[C:6]=2[CH:18]=1.[OH:20][C:21]([C:25]1[CH:29]=[C:28]([CH:30]=[O:31])[O:27][N:26]=1)([C:23]#[CH:24])[CH3:22], predict the reaction product. The product is: [F:19][C:3]1[C:2]([C:24]#[C:23][C:21]([C:25]2[CH:29]=[C:28]([CH:30]=[O:31])[O:27][N:26]=2)([OH:20])[CH3:22])=[CH:18][C:6]2[C:7]3[N:8]([CH:12]=[C:13]([C:15]([NH2:17])=[O:16])[N:14]=3)[CH2:9][CH2:10][O:11][C:5]=2[CH:4]=1. (3) Given the reactants [NH2:1][C:2]1[CH:3]=[C:4]([CH:8]=[C:9](Br)[CH:10]=1)[C:5]([OH:7])=[O:6].[CH3:12][C:13]([CH3:18])=[CH:14]B(O)O.C(=O)([O-])[O-].[K+].[K+].O, predict the reaction product. The product is: [NH2:1][C:2]1[CH:3]=[C:4]([CH:8]=[C:9]([CH:12]=[C:13]([CH3:18])[CH3:14])[CH:10]=1)[C:5]([OH:7])=[O:6]. (4) Given the reactants Br[C:2]1[N:3]([C:30]([O:32][C:33]([CH3:36])([CH3:35])[CH3:34])=[O:31])[C:4]([C:7]2[CH:12]=[C:11]([O:13][C:14]3[CH:19]=[CH:18][C:17]([S:20]([CH3:23])(=[O:22])=[O:21])=[CH:16][CH:15]=3)[CH:10]=[C:9]([O:24][C@@H:25]([CH3:29])[CH2:26][O:27][CH3:28])[CH:8]=2)=[CH:5][CH:6]=1.C([Sn](CCCC)(CCCC)[C:42]1[O:43][CH:44]=[CH:45][N:46]=1)CCC.O, predict the reaction product. The product is: [CH3:28][O:27][CH2:26][C@H:25]([CH3:29])[O:24][C:9]1[CH:8]=[C:7]([C:4]2[N:3]([C:30]([O:32][C:33]([CH3:36])([CH3:35])[CH3:34])=[O:31])[C:2]([C:42]3[O:43][CH:44]=[CH:45][N:46]=3)=[CH:6][CH:5]=2)[CH:12]=[C:11]([O:13][C:14]2[CH:19]=[CH:18][C:17]([S:20]([CH3:23])(=[O:22])=[O:21])=[CH:16][CH:15]=2)[CH:10]=1. (5) The product is: [CH:18]1([CH2:21][C:22](=[O:33])[CH2:23][C:24]2[CH:29]=[CH:28][N:27]=[C:26]([NH:1][C:2]3[CH:7]=[CH:6][N:5]=[CH:4][CH:3]=3)[N:25]=2)[CH2:19][CH2:20]1. Given the reactants [NH2:1][C:2]1[CH:7]=[CH:6][N:5]=[CH:4][CH:3]=1.[Li+].C[Si]([N-][Si](C)(C)C)(C)C.[CH:18]1([CH2:21][C:22](=[O:33])[CH2:23][C:24]2[CH:29]=[CH:28][N:27]=[C:26](S(C)=O)[N:25]=2)[CH2:20][CH2:19]1, predict the reaction product.